Dataset: Forward reaction prediction with 1.9M reactions from USPTO patents (1976-2016). Task: Predict the product of the given reaction. (1) The product is: [C:12]([O:11][C:9]([N:16]1[CH2:21][CH2:20][CH:19]([NH:6][C:5]2[CH:7]=[CH:8][C:2]([Cl:1])=[CH:3][CH:4]=2)[CH2:18][CH2:17]1)=[O:10])([CH3:15])([CH3:13])[CH3:14]. Given the reactants [Cl:1][C:2]1[CH:8]=[CH:7][C:5]([NH2:6])=[CH:4][CH:3]=1.[C:9]([N:16]1[CH2:21][CH2:20][C:19](=O)[CH2:18][CH2:17]1)([O:11][C:12]([CH3:15])([CH3:14])[CH3:13])=[O:10], predict the reaction product. (2) Given the reactants Cl.Cl.[F:3][C:4]1[CH:5]=[C:6]([NH:31][C:32]([NH:34][C:35](=[O:44])[CH2:36][C:37]2C=CC(F)=C[CH:38]=2)=S)[CH:7]=[CH:8][C:9]=1[O:10][C:11]1[C:16]2=[C:17]([CH3:30])[C:18]([O:20][CH2:21][CH2:22][N:23]3[CH2:28][CH2:27][N:26]([CH3:29])[CH2:25][CH2:24]3)=[CH:19][N:15]2[N:14]=[CH:13][N:12]=1.Cl.FC1C=C(NC(=O)CC(NC2C=CC(F)=CC=2)=O)C=CC=1[O:53]C1C2=C(C)C(OCCN3CCOCC3)=CN2N=CN=1, predict the reaction product. The product is: [CH:36]1([C:35]([NH:34][C:32]([NH:31][C:6]2[CH:7]=[CH:8][C:9]([O:10][C:11]3[C:16]4=[C:17]([CH3:30])[C:18]([O:20][CH2:21][CH2:22][N:23]5[CH2:24][CH2:25][N:26]([CH3:29])[CH2:27][CH2:28]5)=[CH:19][N:15]4[N:14]=[CH:13][N:12]=3)=[C:4]([F:3])[CH:5]=2)=[O:53])=[O:44])[CH2:37][CH2:38]1. (3) The product is: [F:14][CH:15]([F:18])[CH2:16][O:20][C:6]1[CH:7]=[C:2]([F:1])[C:3]([C:9]([O:11][CH2:12][CH3:13])=[O:10])=[N:4][CH:5]=1. Given the reactants [F:1][C:2]1[C:3]([C:9]([O:11][CH2:12][CH3:13])=[O:10])=[N:4][CH:5]=[C:6](F)[CH:7]=1.[F:14][C:15]([F:18])(O)[CH3:16].C(=O)([O-])[O-:20].[K+].[K+], predict the reaction product. (4) Given the reactants [F:1][C:2]1[CH:7]=[CH:6][C:5]([C:8]2[O:9][C:10]3[CH:20]=[CH:19][C:18]([C:21]4[C:22]([CH3:32])=[CH:23][C:24]([O:30][CH3:31])=[C:25]([CH:29]=4)[C:26](O)=[O:27])=[CH:17][C:11]=3[C:12]=2[C:13](=[O:16])[NH:14][CH3:15])=[CH:4][CH:3]=1.[CH3:33][C:34]1[S:38][C:37]([C:39]2([NH2:42])[CH2:41][CH2:40]2)=[N:36][CH:35]=1.CCN=C=NCCCN(C)C.Cl.C1C=CC2N(O)N=NC=2C=1, predict the reaction product. The product is: [F:1][C:2]1[CH:3]=[CH:4][C:5]([C:8]2[O:9][C:10]3[CH:20]=[CH:19][C:18]([C:21]4[CH:29]=[C:25]([C:26](=[O:27])[NH:42][C:39]5([C:37]6[S:38][C:34]([CH3:33])=[CH:35][N:36]=6)[CH2:41][CH2:40]5)[C:24]([O:30][CH3:31])=[CH:23][C:22]=4[CH3:32])=[CH:17][C:11]=3[C:12]=2[C:13]([NH:14][CH3:15])=[O:16])=[CH:6][CH:7]=1. (5) Given the reactants [Cl:1][C:2]1[CH:7]=[C:6](F)[C:5]([F:9])=[CH:4][C:3]=1[S:10]([NH2:13])(=[O:12])=[O:11].[O:14]1[CH2:19][CH2:18][CH:17]([CH2:20][NH2:21])[CH2:16][CH2:15]1.C(N(CC)C(C)C)(C)C, predict the reaction product. The product is: [Cl:1][C:2]1[CH:7]=[C:6]([NH:21][CH2:20][CH:17]2[CH2:18][CH2:19][O:14][CH2:15][CH2:16]2)[C:5]([F:9])=[CH:4][C:3]=1[S:10]([NH2:13])(=[O:12])=[O:11].